This data is from Reaction yield outcomes from USPTO patents with 853,638 reactions. The task is: Predict the reaction yield, written as a fraction of the theoretical maximum amount of product (1.0 means a 100% yield; for example, 0.34 means a 34% yield). (1) The reactants are [NH2:1][C:2]1[CH:3]=[CH:4][C:5]2[CH2:11][CH2:10][CH:9]([NH:12][CH2:13][CH2:14][OH:15])[CH2:8][CH2:7][C:6]=2[C:16]=1[O:17][CH3:18].Cl[C:20]1[N:25]=[C:24]([NH:26][C:27]2[CH:32]=[CH:31][CH:30]=[CH:29][C:28]=2[S:33]([N:36]2[CH2:40][CH2:39][CH:38]([OH:41])[CH2:37]2)(=[O:35])=[O:34])[C:23]([Cl:42])=[CH:22][N:21]=1. No catalyst specified. The product is [Cl:42][C:23]1[C:24]([NH:26][C:27]2[CH:32]=[CH:31][CH:30]=[CH:29][C:28]=2[S:33]([N:36]2[CH2:40][CH2:39][CH:38]([OH:41])[CH2:37]2)(=[O:34])=[O:35])=[N:25][C:20]([NH:1][C:2]2[CH:3]=[CH:4][C:5]3[CH2:11][CH2:10][CH:9]([NH:12][CH2:13][CH2:14][OH:15])[CH2:8][CH2:7][C:6]=3[C:16]=2[O:17][CH3:18])=[N:21][CH:22]=1. The yield is 0.260. (2) The reactants are C([NH:9][C:10]1[CH:15]=[CH:14][CH:13]=[CH:12][C:11]=1[CH:16]([C:20]#[N:21])[C:17]([NH2:19])=[O:18])(=O)C1C=CC=CC=1. The catalyst is CO. The product is [NH2:21][C:20]1[NH:9][C:10]2[C:11]([C:16]=1[C:17]([NH2:19])=[O:18])=[CH:12][CH:13]=[CH:14][CH:15]=2. The yield is 0.530. (3) The reactants are Br[C:2]1[CH:3]=[C:4]2[C:9](=[CH:10][CH:11]=1)[CH:8]=[N:7][N:6]=[CH:5]2.C([Sn](CCCC)(CCCC)[C:17]1[S:21][C:20]([NH:22][C:23](=[O:29])[O:24][C:25]([CH3:28])([CH3:27])[CH3:26])=[N:19][CH:18]=1)CCC.CN(C=O)C.[F-].[Cs+]. The catalyst is C(Cl)Cl.O.[Cu]I.C1C=CC([P]([Pd]([P](C2C=CC=CC=2)(C2C=CC=CC=2)C2C=CC=CC=2)([P](C2C=CC=CC=2)(C2C=CC=CC=2)C2C=CC=CC=2)[P](C2C=CC=CC=2)(C2C=CC=CC=2)C2C=CC=CC=2)(C2C=CC=CC=2)C2C=CC=CC=2)=CC=1. The product is [CH:8]1[C:9]2[C:4](=[CH:3][C:2]([C:17]3[S:21][C:20]([NH:22][C:23](=[O:29])[O:24][C:25]([CH3:27])([CH3:26])[CH3:28])=[N:19][CH:18]=3)=[CH:11][CH:10]=2)[CH:5]=[N:6][N:7]=1. The yield is 0.760.